This data is from Forward reaction prediction with 1.9M reactions from USPTO patents (1976-2016). The task is: Predict the product of the given reaction. (1) Given the reactants [Br:1][C:2]1[CH:3]=[CH:4][C:5]([C:9](OC)=[O:10])=[N:6][C:7]=1[CH3:8].[H-].C([Al+]CC(C)C)C(C)C, predict the reaction product. The product is: [Br:1][C:2]1[CH:3]=[CH:4][C:5]([CH:9]=[O:10])=[N:6][C:7]=1[CH3:8]. (2) Given the reactants [Br:1][C:2]1[CH:3]=[C:4]2[C:12](=[CH:13][CH:14]=1)[NH:11][C:10]1[CH2:9][CH2:8][CH2:7][CH2:6][C:5]2=1.[CH2:15](Br)[C:16]1[CH:21]=[CH:20][CH:19]=[CH:18][CH:17]=1, predict the reaction product. The product is: [CH2:15]([N:11]1[C:10]2[CH2:9][CH2:8][CH2:7][CH2:6][C:5]=2[C:4]2[C:12]1=[CH:13][CH:14]=[C:2]([Br:1])[CH:3]=2)[C:16]1[CH:21]=[CH:20][CH:19]=[CH:18][CH:17]=1.